Dataset: Full USPTO retrosynthesis dataset with 1.9M reactions from patents (1976-2016). Task: Predict the reactants needed to synthesize the given product. (1) Given the product [CH3:24][O:23][C:12](=[O:22])[C:13]1[CH:21]=[CH:20][C:18]([O:19][CH2:2][C:3]2[C:8]([CH3:9])=[N:7][C:6]([CH3:10])=[C:5]([CH3:11])[N:4]=2)=[C:15]([O:16][CH3:17])[CH:14]=1, predict the reactants needed to synthesize it. The reactants are: Br[CH2:2][C:3]1[C:8]([CH3:9])=[N:7][C:6]([CH3:10])=[C:5]([CH3:11])[N:4]=1.[C:12]([O:23][CH3:24])(=[O:22])[C:13]1[CH:21]=[CH:20][C:18]([OH:19])=[C:15]([O:16][CH3:17])[CH:14]=1.C(=O)([O-])[O-].[K+].[K+].CN(C=O)C. (2) Given the product [Cl:9][C:3]1[CH:4]=[C:5]([CH2:12][CH2:11][CH:10]=[O:13])[CH:6]=[CH:7][C:2]=1[Cl:1], predict the reactants needed to synthesize it. The reactants are: [Cl:1][C:2]1[CH:7]=[CH:6][C:5](I)=[CH:4][C:3]=1[Cl:9].[CH:10]([OH:13])=[CH:11][CH3:12].C([O-])(O)=O.[Na+].